This data is from Forward reaction prediction with 1.9M reactions from USPTO patents (1976-2016). The task is: Predict the product of the given reaction. (1) Given the reactants [Br:1][C:2]1[CH:3]=[N:4][C:5]([S:8][CH3:9])=[N:6][CH:7]=1.[OH:10]OS([O-])=O.[K+].[OH-:16].[Na+], predict the reaction product. The product is: [Br:1][C:2]1[CH:3]=[N:4][C:5]([S:8]([CH3:9])(=[O:10])=[O:16])=[N:6][CH:7]=1. (2) Given the reactants [Si:1]([O:8][C@@H:9]1[CH2:14][C@@H:13]([F:15])[CH2:12][N:11](CC2C=CC(OC)=CC=2)[CH2:10]1)([C:4]([CH3:7])([CH3:6])[CH3:5])([CH3:3])[CH3:2], predict the reaction product. The product is: [Si:1]([O:8][C@@H:9]1[CH2:14][C@@H:13]([F:15])[CH2:12][NH:11][CH2:10]1)([C:4]([CH3:7])([CH3:6])[CH3:5])([CH3:3])[CH3:2]. (3) Given the reactants [Cl:1][C:2]1[CH:3]=[C:4]([NH:9][C:10]2[C:19]3[C:14](=[CH:15][N:16]=[C:17](F)[CH:18]=3)[N:13]=[CH:12][C:11]=2[C:21]#[N:22])[CH:5]=[CH:6][C:7]=1[F:8].[CH3:23][N:24]1[CH2:29][CH2:28][N:27]([CH2:30][CH2:31][CH2:32][NH2:33])[CH2:26][CH2:25]1, predict the reaction product. The product is: [Cl:1][C:2]1[CH:3]=[C:4]([NH:9][C:10]2[C:19]3[C:14](=[CH:15][N:16]=[C:17]([NH:33][CH2:32][CH2:31][CH2:30][N:27]4[CH2:26][CH2:25][N:24]([CH3:23])[CH2:29][CH2:28]4)[CH:18]=3)[N:13]=[CH:12][C:11]=2[C:21]#[N:22])[CH:5]=[CH:6][C:7]=1[F:8]. (4) Given the reactants [Si:1]([O:8][C@H:9]1[CH2:13][C@H:12]([N:14]2[C:18]3[N:19]=[CH:20][N:21]=[C:22]([C:23]4[NH:24][C:25]5[C:30]([CH:31]=4)=[CH:29][CH:28]=[CH:27][CH:26]=5)[C:17]=3[CH:16]=[CH:15]2)[CH2:11][C@H:10]1[CH2:32][OH:33])([C:4]([CH3:7])([CH3:6])[CH3:5])([CH3:3])[CH3:2].Cl[S:35]([NH2:38])(=[O:37])=[O:36], predict the reaction product. The product is: [S:35](=[O:37])(=[O:36])([O:33][CH2:32][C@@H:10]1[CH2:11][C@@H:12]([N:14]2[C:18]3[N:19]=[CH:20][N:21]=[C:22]([C:23]4[NH:24][C:25]5[C:30]([CH:31]=4)=[CH:29][CH:28]=[CH:27][CH:26]=5)[C:17]=3[CH:16]=[CH:15]2)[CH2:13][C@@H:9]1[O:8][Si:1]([C:4]([CH3:5])([CH3:6])[CH3:7])([CH3:3])[CH3:2])[NH2:38]. (5) Given the reactants Cl.C([NH:9][C@@H:10]([C@@H:44]1[C@H:48]([CH2:49][CH2:50][CH2:51][CH2:52][CH2:53][CH2:54][CH2:55][CH2:56][CH2:57][CH2:58][CH2:59][CH2:60][CH2:61][CH3:62])[O:47]C(C)(C)[O:45]1)[CH2:11][O:12][C@H:13]1[C@H:19]([O:20]CC2C=CC=CC=2)[C@@H:18]([O:28]CC2C=CC=CC=2)[C@@H:17]([O:36]CC2C=CC=CC=2)[CH:16]=[CH:15][CH2:14]1)C1C=CC=CC=1.C1CCCCC=1, predict the reaction product. The product is: [NH2:9][C@@H:10]([C@@H:44]([OH:45])[C@@H:48]([OH:47])[CH2:49][CH2:50][CH2:51][CH2:52][CH2:53][CH2:54][CH2:55][CH2:56][CH2:57][CH2:58][CH2:59][CH2:60][CH2:61][CH3:62])[CH2:11][O:12][C@@H:13]1[CH2:14][CH2:15][CH2:16][C@H:17]([OH:36])[C@H:18]([OH:28])[C@H:19]1[OH:20]. (6) The product is: [S:16]1[C:12]([S:9]([OH:10])(=[O:11])=[O:22])=[CH:13][C:14]2[CH:20]=[CH:19][CH:18]=[CH:17][C:15]1=2. Given the reactants NC1C=CC=CC=1N[S:9]([C:12]1[S:16][C:15]2[CH:17]=[CH:18][CH:19]=[CH:20][C:14]=2[CH:13]=1)(=[O:11])=[O:10].C[O:22]C1C=CC(S(C(C)C)(=O)=O)=CC=1S(Cl)(=O)=O, predict the reaction product.